Task: Predict the reactants needed to synthesize the given product.. Dataset: Full USPTO retrosynthesis dataset with 1.9M reactions from patents (1976-2016) (1) Given the product [C:26]1([C:30]2[CH:31]=[CH:32][CH:33]=[CH:34][CH:35]=2)[CH:27]=[CH:28][CH:29]=[C:24]([C:20]2[O:21][C:22]([CH3:23])=[C:18]([CH2:17][CH2:16][O:15][C:12]3[CH:13]=[CH:14][C:9]([O:8][C:5]([CH3:7])([CH3:6])[C:4]([OH:44])=[O:3])=[C:10]([CH2:36][CH2:37][C:38]4[CH:43]=[CH:42][CH:41]=[CH:40][CH:39]=4)[CH:11]=3)[N:19]=2)[CH:25]=1, predict the reactants needed to synthesize it. The reactants are: C([O:3][C:4](=[O:44])[C:5]([O:8][C:9]1[CH:14]=[CH:13][C:12]([O:15][CH2:16][CH2:17][C:18]2[N:19]=[C:20]([C:24]3[CH:25]=[C:26]([C:30]4[CH:35]=[CH:34][CH:33]=[CH:32][CH:31]=4)[CH:27]=[CH:28][CH:29]=3)[O:21][C:22]=2[CH3:23])=[CH:11][C:10]=1[CH2:36][CH2:37][C:38]1[CH:43]=[CH:42][CH:41]=[CH:40][CH:39]=1)([CH3:7])[CH3:6])C.[OH-].[Na+]. (2) Given the product [N:25]1[C:26]2[C:31](=[CH:30][CH:29]=[CH:28][CH:27]=2)[CH:32]=[C:23]([C:9]2[CH2:14][CH2:13][CH:12]([CH2:15][C:16]([O:18][CH2:19][CH3:20])=[O:17])[CH2:11][CH:10]=2)[CH:24]=1, predict the reactants needed to synthesize it. The reactants are: CC1(C)C(C)(C)OB([C:9]2[CH2:14][CH2:13][CH:12]([CH2:15][C:16]([O:18][CH2:19][CH3:20])=[O:17])[CH2:11][CH:10]=2)O1.Br[C:23]1[CH:24]=[N:25][C:26]2[C:31]([CH:32]=1)=[CH:30][CH:29]=[CH:28][CH:27]=2.C(=O)([O-])[O-].[K+].[K+].N#N. (3) Given the product [O:47]1[CH2:51][CH2:50][CH:49]([CH2:52][NH:53][C:12]([C:9]2[CH:8]=[C:7]([CH2:6][O:5][C:4]3[CH:15]=[CH:16][CH:17]=[C:2]([Br:1])[CH:3]=3)[O:11][N:10]=2)=[O:14])[CH2:48]1, predict the reactants needed to synthesize it. The reactants are: [Br:1][C:2]1[CH:3]=[C:4]([CH:15]=[CH:16][CH:17]=1)[O:5][CH2:6][C:7]1[O:11][N:10]=[C:9]([C:12]([OH:14])=O)[CH:8]=1.C(N(CC)CC)C.Cl.C(N=C=NCCCN(C)C)C.ON1C2C=CC=CC=2N=N1.[O:47]1[CH2:51][CH2:50][CH:49]([CH2:52][NH2:53])[CH2:48]1. (4) Given the product [Cl:1][C:2]1[CH:7]=[CH:6][CH:5]=[CH:4][C:3]=1[S:8]([N:11]1[CH2:13][CH:12]([C:14]([N:16]2[CH2:21][CH2:20][N:19]([C:22]3[C:27]([C:28]([F:30])([F:29])[F:31])=[CH:26][CH:25]=[CH:24][N:23]=3)[CH2:18][CH2:17]2)=[O:15])[N:37]([CH:34]([CH3:36])[CH3:35])[C:38]1=[O:39])(=[O:9])=[O:10], predict the reactants needed to synthesize it. The reactants are: [Cl:1][C:2]1[CH:7]=[CH:6][CH:5]=[CH:4][C:3]=1[S:8]([N@:11]1[CH2:13][CH:12]1[C:14]([N:16]1[CH2:21][CH2:20][N:19]([C:22]2[C:27]([C:28]([F:31])([F:30])[F:29])=[CH:26][CH:25]=[CH:24][N:23]=2)[CH2:18][CH2:17]1)=[O:15])(=[O:10])=[O:9].[I-].[Na+].[CH:34]([N:37]=[C:38]=[O:39])([CH3:36])[CH3:35]. (5) Given the product [Cl:32][C:29]1[CH:30]=[CH:31][C:26]([CH:6]([C:7]2[CH:8]=[C:9]([C:13]3[CH:14]=[C:15]([CH:23]([CH3:25])[CH3:24])[CH:16]=[C:17]4[C:22]=3[N:21]=[CH:20][CH:19]=[CH:18]4)[CH:10]=[CH:11][CH:12]=2)[CH2:5][C:33]2[CH:34]=[CH:35][N:36]=[CH:37][CH:38]=2)=[CH:27][CH:28]=1, predict the reactants needed to synthesize it. The reactants are: C(OC(=O)[CH:5]([C:33]1[CH:38]=[CH:37][N:36]=[CH:35][CH:34]=1)[CH:6]([C:26]1[CH:31]=[CH:30][C:29]([Cl:32])=[CH:28][CH:27]=1)[C:7]1[CH:12]=[CH:11][CH:10]=[C:9]([C:13]2[CH:14]=[C:15]([CH:23]([CH3:25])[CH3:24])[CH:16]=[C:17]3[C:22]=2[N:21]=[CH:20][CH:19]=[CH:18]3)[CH:8]=1)C.[OH-].[Na+].Cl. (6) Given the product [OH:12][C:8]1[C:7]([O:13][CH3:14])=[CH:6][C:3]([C:4]#[N:5])=[C:2]([CH2:23][C:24]2[CH:29]=[CH:28][C:27]([CH3:30])=[CH:26][C:25]=2[C:31]([F:32])([F:34])[F:33])[C:9]=1[C:10]#[N:11], predict the reactants needed to synthesize it. The reactants are: Br[C:2]1[C:9]([C:10]#[N:11])=[C:8]([OH:12])[C:7]([O:13][CH3:14])=[CH:6][C:3]=1[C:4]#[N:5].CC1(C)C(C)(C)OB([CH2:23][C:24]2[CH:29]=[CH:28][C:27]([CH3:30])=[CH:26][C:25]=2[C:31]([F:34])([F:33])[F:32])O1.